Dataset: Forward reaction prediction with 1.9M reactions from USPTO patents (1976-2016). Task: Predict the product of the given reaction. (1) Given the reactants [NH2:1][C:2]1[NH:6][N:5]=[CH:4][C:3]=1[C:7]#[N:8].CN(C)[CH:11]=[CH:12][C:13]([C:15]1[CH:16]=[CH:17][C:18]([Cl:26])=[C:19]([N:21]([CH3:25])[C:22](=[O:24])[CH3:23])[CH:20]=1)=O.C(OCC)(=O)C, predict the reaction product. The product is: [Cl:26][C:18]1[CH:17]=[CH:16][C:15]([C:13]2[N:6]3[N:5]=[CH:4][C:3]([C:7]#[N:8])=[C:2]3[N:1]=[CH:11][CH:12]=2)=[CH:20][C:19]=1[N:21]([CH3:25])[C:22](=[O:24])[CH3:23]. (2) Given the reactants B(Br)(Br)Br.[Br:5][C:6]1[CH:7]=[C:8]([C:14]2[CH:19]=[CH:18][C:17]([CH2:20][N:21]([CH3:34])[C:22]([C:24]3[C:32]4[C:27](=[CH:28][CH:29]=[CH:30][CH:31]=4)[N:26]([CH3:33])[CH:25]=3)=[O:23])=[CH:16][CH:15]=2)[CH:9]=[CH:10][C:11]=1[O:12]C.C(=O)=O.CC(C)=O.O, predict the reaction product. The product is: [Br:5][C:6]1[CH:7]=[C:8]([C:14]2[CH:19]=[CH:18][C:17]([CH2:20][N:21]([CH3:34])[C:22]([C:24]3[C:32]4[C:27](=[CH:28][CH:29]=[CH:30][CH:31]=4)[N:26]([CH3:33])[CH:25]=3)=[O:23])=[CH:16][CH:15]=2)[CH:9]=[CH:10][C:11]=1[OH:12]. (3) Given the reactants C([O:3][C:4]([C:6]1[C:7]2[CH:15]=[N:14][N:13]([CH:16]3[CH2:21][CH2:20][CH2:19][CH2:18][O:17]3)[C:8]=2[N:9]=[C:10]([Cl:12])[CH:11]=1)=[O:5])C.[OH-].[Na+].O.C(O)(=O)C, predict the reaction product. The product is: [Cl:12][C:10]1[CH:11]=[C:6]([C:4]([OH:5])=[O:3])[C:7]2[CH:15]=[N:14][N:13]([CH:16]3[CH2:21][CH2:20][CH2:19][CH2:18][O:17]3)[C:8]=2[N:9]=1. (4) Given the reactants [Cl:1][C:2]1[CH:7]=[CH:6][CH:5]=[CH:4][C:3]=1[C:8]1[CH:9]=[C:10]([NH2:13])[NH:11][N:12]=1.[C:14](OCC)(=[O:19])[CH2:15][C:16]([CH3:18])=O, predict the reaction product. The product is: [Cl:1][C:2]1[CH:7]=[CH:6][CH:5]=[CH:4][C:3]=1[C:8]1[CH:9]=[C:10]2[N:13]=[C:16]([CH3:18])[CH:15]=[C:14]([OH:19])[N:11]2[N:12]=1. (5) Given the reactants [CH2:1]([O:8][C:9]1[CH:14]=[CH:13][C:12](/[CH:15]=[CH:16]/[N+:17]([O-:19])=[O:18])=[CH:11][N:10]=1)[C:2]1[CH:7]=[CH:6][CH:5]=[CH:4][CH:3]=1.C(O)(=O)C.[BH4-].[Na+], predict the reaction product. The product is: [CH2:1]([O:8][C:9]1[CH:14]=[CH:13][C:12]([CH2:15][CH2:16][N+:17]([O-:19])=[O:18])=[CH:11][N:10]=1)[C:2]1[CH:7]=[CH:6][CH:5]=[CH:4][CH:3]=1. (6) Given the reactants [CH:1]1([C:7]2[CH:20]=[CH:19][C:10]([O:11][CH2:12][C@H:13]3[O:17][C:16]([NH2:18])=[N:15][CH2:14]3)=[CH:9][CH:8]=2)[CH2:6][CH2:5][CH2:4][CH2:3][CH2:2]1.C1O[C@H]1CCl.C1(C2C=CC(O)=CC=2)CCCCC1.[CH2:39]([O:41][C:42](=O)[C:43]#[C:44][O:45]CC)[CH3:40].C(OC#C)C.ClC(OCC)=O, predict the reaction product. The product is: [CH:1]1([C:7]2[CH:20]=[CH:19][C:10]([O:11][CH2:12][C@H:13]3[O:17][C:16]4=[N:18][C:44](=[O:45])[CH:43]=[C:42]([O:41][CH2:39][CH3:40])[N:15]4[CH2:14]3)=[CH:9][CH:8]=2)[CH2:2][CH2:3][CH2:4][CH2:5][CH2:6]1. (7) Given the reactants COC1C=CC(C[N:8]2[CH:17]=[C:16]3[C:10]([CH:11]([CH3:29])[CH2:12][CH2:13][C:14]4[S:20][C:19]([NH:21][C:22]5[N:27]=[C:26]([CH3:28])[CH:25]=[CH:24][N:23]=5)=[N:18][C:15]=43)=[N:9]2)=CC=1, predict the reaction product. The product is: [CH3:28][C:26]1[CH:25]=[CH:24][N:23]=[C:22]([NH:21][C:19]2[S:20][C:14]3[CH2:13][CH2:12][CH:11]([CH3:29])[C:10]4[C:16](=[CH:17][NH:8][N:9]=4)[C:15]=3[N:18]=2)[N:27]=1. (8) Given the reactants [O:1]=[C:2]1[CH2:9][C:6]([CH3:8])([CH3:7])[CH2:5][C:4]([CH3:10])=[CH:3]1, predict the reaction product. The product is: [CH3:7][C:6]1([CH3:8])[CH2:5][C@@H:4]([CH3:10])[CH2:3][C:2](=[O:1])[CH2:9]1. (9) The product is: [CH3:20][O:21][C:22]1[CH:27]=[CH:26][C:25]([C:2]2[C:3]([CH3:19])=[N:4][N:5]([CH3:18])[C:6]=2[C:7]2[CH:17]=[CH:16][C:10]3[O:11][CH2:12][C:13](=[O:15])[NH:14][C:9]=3[CH:8]=2)=[CH:24][CH:23]=1. Given the reactants Br[C:2]1[C:3]([CH3:19])=[N:4][N:5]([CH3:18])[C:6]=1[C:7]1[CH:17]=[CH:16][C:10]2[O:11][CH2:12][C:13](=[O:15])[NH:14][C:9]=2[CH:8]=1.[CH3:20][O:21][C:22]1[CH:27]=[CH:26][C:25](B(O)O)=[CH:24][CH:23]=1, predict the reaction product. (10) The product is: [CH3:1][O:2][C:3]1[CH:4]=[C:5]2[C:9](=[CH:10][CH:11]=1)[NH:8][C:7](=[O:12])/[C:6]/2=[CH:13]\[C:15]1[NH:16][C:17]([CH3:35])=[C:18]([S:25]([C:28]2[CH:29]=[CH:30][C:31]([CH3:34])=[CH:32][CH:33]=2)(=[O:26])=[O:27])[C:19]=1[CH2:20][CH2:21][C:22]([OH:24])=[O:23]. Given the reactants [CH3:1][O:2][C:3]1[CH:4]=[C:5]2[C:9](=[CH:10][CH:11]=1)[NH:8][C:7](=[O:12])[CH2:6]2.[CH:13]([C:15]1[NH:16][C:17]([CH3:35])=[C:18]([S:25]([C:28]2[CH:33]=[CH:32][C:31]([CH3:34])=[CH:30][CH:29]=2)(=[O:27])=[O:26])[C:19]=1[CH2:20][CH2:21][C:22]([OH:24])=[O:23])=O, predict the reaction product.